This data is from Full USPTO retrosynthesis dataset with 1.9M reactions from patents (1976-2016). The task is: Predict the reactants needed to synthesize the given product. (1) The reactants are: [CH2:1]([C:3]1[CH:24]=[CH:23][CH:22]=[C:21]([CH3:25])[C:4]=1[CH2:5][NH:6][C:7]1[C:15]2[N:14]=[C:13]([CH3:16])[N:12]([CH3:17])[C:11]=2[CH:10]=[C:9]([C:18](O)=[O:19])[CH:8]=1)[CH3:2].[NH3:26].[Cl-].[NH4+].O. Given the product [CH2:1]([C:3]1[CH:24]=[CH:23][CH:22]=[C:21]([CH3:25])[C:4]=1[CH2:5][NH:6][C:7]1[C:15]2[N:14]=[C:13]([CH3:16])[N:12]([CH3:17])[C:11]=2[CH:10]=[C:9]([C:18]([NH2:26])=[O:19])[CH:8]=1)[CH3:2], predict the reactants needed to synthesize it. (2) The reactants are: [Br:1][C:2]1[CH:7]=[CH:6][C:5]([Cl:8])=[CH:4][C:3]=1[OH:9].[CH2:10](Br)[C:11]1[CH:16]=[CH:15][CH:14]=[CH:13][CH:12]=1.C(=O)([O-])[O-].[K+].[K+]. Given the product [Br:1][C:2]1[CH:7]=[CH:6][C:5]([Cl:8])=[CH:4][C:3]=1[O:9][CH2:10][C:11]1[CH:16]=[CH:15][CH:14]=[CH:13][CH:12]=1, predict the reactants needed to synthesize it. (3) Given the product [CH2:1]([C:3]1[CH:4]=[CH:5][C:6]([C:9](=[O:31])[CH2:10][O:11][C:12]2[CH:25]=[CH:24][C:15]([CH2:16][CH:17]3[S:21][C:20](=[O:22])[NH:19][C:18]3=[O:23])=[CH:14][CH:13]=2)=[N:7][CH:8]=1)[CH3:2], predict the reactants needed to synthesize it. The reactants are: [CH2:1]([C:3]1[CH:4]=[CH:5][C:6](/[C:9](=N/OC)/[CH2:10][O:11][C:12]2[CH:25]=[CH:24][C:15]([CH2:16][CH:17]3[S:21][C:20](=[O:22])[NH:19][C:18]3=[O:23])=[CH:14][CH:13]=2)=[N:7][CH:8]=1)[CH3:2].C(O)(=O)C(C)=[O:31]. (4) Given the product [Br:1][C:2]1[CH:7]=[CH:6][C:5]([S:8]([NH:24][CH2:23][C:19]2[CH:18]=[C:17]3[C:22](=[CH:21][CH:20]=2)[N:14]([CH3:13])[CH:15]=[CH:16]3)(=[O:10])=[O:9])=[C:4]([CH3:12])[CH:3]=1, predict the reactants needed to synthesize it. The reactants are: [Br:1][C:2]1[CH:7]=[CH:6][C:5]([S:8](Cl)(=[O:10])=[O:9])=[C:4]([CH3:12])[CH:3]=1.[CH3:13][N:14]1[C:22]2[C:17](=[CH:18][C:19]([CH2:23][NH2:24])=[CH:20][CH:21]=2)[CH:16]=[CH:15]1. (5) The reactants are: [CH:1]([N:4]1[C:8]([C:9]2[N:10]=[C:11]3[C:17]4[CH:18]=[CH:19][C:20]([N:22]5[CH2:26][CH2:25][CH2:24][C@H:23]5[C:27](O)=[O:28])=[CH:21][C:16]=4[O:15][CH2:14][CH2:13][N:12]3[CH:30]=2)=[N:7][CH:6]=[N:5]1)([CH3:3])[CH3:2].F[P-](F)(F)(F)(F)F.C[N+:39](C)=C(N(C)C)ON1C2N=CC=CC=2N=N1.C(N(CC)C(C)C)(C)C.[Cl-].[NH4+].CN(C)C(=O)C. Given the product [CH:1]([N:4]1[C:8]([C:9]2[N:10]=[C:11]3[C:17]4[CH:18]=[CH:19][C:20]([N:22]5[CH2:26][CH2:25][CH2:24][C@H:23]5[C:27]([NH2:39])=[O:28])=[CH:21][C:16]=4[O:15][CH2:14][CH2:13][N:12]3[CH:30]=2)=[N:7][CH:6]=[N:5]1)([CH3:3])[CH3:2], predict the reactants needed to synthesize it.